Dataset: Forward reaction prediction with 1.9M reactions from USPTO patents (1976-2016). Task: Predict the product of the given reaction. (1) The product is: [Br:1][C:2]1[CH:3]=[C:4]([F:11])[C:5]([C:8]([N:15]([O:14][CH3:13])[CH3:16])=[O:9])=[N:6][CH:7]=1. Given the reactants [Br:1][C:2]1[CH:3]=[C:4]([F:11])[C:5]([C:8](O)=[O:9])=[N:6][CH:7]=1.Cl.[CH3:13][O:14][NH:15][CH3:16].ON1C2N=CC=CC=2N=N1.C(N(CC)CC)C, predict the reaction product. (2) Given the reactants [CH3:1][C:2]([CH3:8])([CH3:7])[CH2:3][C:4](Cl)=[O:5].C(N(CC)CC)C.[Br:16][C:17]1[CH:22]=[C:21]([CH3:23])[C:20]([NH2:24])=[C:19]([Cl:25])[CH:18]=1.O, predict the reaction product. The product is: [Br:16][C:17]1[CH:22]=[C:21]([CH3:23])[C:20]([NH:24][C:4](=[O:5])[CH2:3][C:2]([CH3:8])([CH3:7])[CH3:1])=[C:19]([Cl:25])[CH:18]=1. (3) Given the reactants [Cl:1][C:2]1[CH:3]=[CH:4][C:5]([NH:8][C:9](=[O:17])[C:10]2[CH:15]=[CH:14][CH:13]=[CH:12][C:11]=2[OH:16])=[N:6][CH:7]=1.[C:18]([O:22][C:23]([N:25]1[CH2:30][CH2:29][CH:28]([CH2:31]O)[CH2:27][CH2:26]1)=[O:24])([CH3:21])([CH3:20])[CH3:19].C1(P(C2C=CC=CC=2)C2C=CC=CC=2)C=CC=CC=1.[N+](C(OCC)=O)(C(OCC)=O)=[N-], predict the reaction product. The product is: [Cl:1][C:2]1[CH:3]=[CH:4][C:5]([NH:8][C:9](=[O:17])[C:10]2[CH:15]=[CH:14][CH:13]=[CH:12][C:11]=2[O:16][CH2:31][CH:28]2[CH2:29][CH2:30][N:25]([C:23]([O:22][C:18]([CH3:19])([CH3:21])[CH3:20])=[O:24])[CH2:26][CH2:27]2)=[N:6][CH:7]=1. (4) Given the reactants [CH2:1]([O:3][C:4](=[O:12])[C:5]1[CH:10]=[CH:9][CH:8]=[C:7]([OH:11])[CH:6]=1)[CH3:2].C(N([CH2:18][CH3:19])CC)C.[CH:20]([P:22](=[O:27])(OCl)[O:23]Cl)=[CH2:21], predict the reaction product. The product is: [CH:20]([P:22]([O:23][C:7]1[CH:6]=[C:5]([CH:10]=[CH:18][CH:19]=1)[C:4]([O:3][CH2:1][CH3:2])=[O:12])([O:11][C:7]1[CH:6]=[C:5]([CH:10]=[CH:9][CH:8]=1)[C:4]([O:3][CH2:1][CH3:2])=[O:12])=[O:27])=[CH2:21]. (5) Given the reactants [Br:1][C:2]1[CH:3]=[C:4]2[C:9](=[CH:10][CH:11]=1)[C:8](=[O:12])[N:7]([CH2:13][CH:14]1[CH2:16][CH2:15]1)[C:6]([C:17]([O:19]CC)=[O:18])=[C:5]2[O:22][CH2:23][CH2:24][CH2:25][CH3:26].[OH-].[Na+].O.Cl, predict the reaction product. The product is: [Br:1][C:2]1[CH:3]=[C:4]2[C:9](=[CH:10][CH:11]=1)[C:8](=[O:12])[N:7]([CH2:13][CH:14]1[CH2:15][CH2:16]1)[C:6]([C:17]([OH:19])=[O:18])=[C:5]2[O:22][CH2:23][CH2:24][CH2:25][CH3:26].